This data is from Reaction yield outcomes from USPTO patents with 853,638 reactions. The task is: Predict the reaction yield, written as a fraction of the theoretical maximum amount of product (1.0 means a 100% yield; for example, 0.34 means a 34% yield). (1) The reactants are CN(C=O)C.[CH3:6][O:7][C:8]1[CH:13]=[CH:12][C:11]([C:14]2[C:23](=[O:24])[C:22]3[C:17](=[C:18]([O:28][CH2:29][CH2:30][CH3:31])[CH:19]=[C:20]4[CH2:27][CH2:26][CH2:25][C:21]4=3)[NH:16][CH:15]=2)=[CH:10][CH:9]=1.[H-].[Na+].Br[CH2:35][CH2:36][CH2:37][Cl:38]. The catalyst is C(OCC)(=O)C.O. The product is [Cl:38][CH2:37][CH2:36][CH2:35][N:16]1[CH:15]=[C:14]([C:11]2[CH:10]=[CH:9][C:8]([O:7][CH3:6])=[CH:13][CH:12]=2)[C:23](=[O:24])[C:22]2[C:17]1=[C:18]([O:28][CH2:29][CH2:30][CH3:31])[CH:19]=[C:20]1[CH2:27][CH2:26][CH2:25][C:21]1=2. The yield is 0.920. (2) The reactants are [Cl:1][C:2]1[CH:7]=[CH:6][CH:5]=[CH:4][C:3]=1[C:8]1[C:12]([C:13]2[NH:14][CH:15]=[CH:16][N:17]=2)=[CH:11][N:10]([C:18]2[C:23]([CH3:24])=[CH:22][N:21]=[C:20]([F:25])[CH:19]=2)[CH:9]=1.C(=O)([O-])[O-].[Cs+].[Cs+].Cl[CH2:33][O:34][CH2:35][CH2:36][Si:37]([CH3:40])([CH3:39])[CH3:38]. The catalyst is CN(C=O)C.CCOC(C)=O. The product is [Cl:1][C:2]1[CH:7]=[CH:6][CH:5]=[CH:4][C:3]=1[C:8]1[C:12]([C:13]2[N:14]([CH2:33][O:34][CH2:35][CH2:36][Si:37]([CH3:40])([CH3:39])[CH3:38])[CH:15]=[CH:16][N:17]=2)=[CH:11][N:10]([C:18]2[C:23]([CH3:24])=[CH:22][N:21]=[C:20]([F:25])[CH:19]=2)[CH:9]=1. The yield is 0.250. (3) The reactants are [Cl:1][C:2]1[CH:7]=[CH:6][C:5]([S:8]([NH:11][CH2:12][C:13]2[CH:22]=[CH:21][C:16]([C:17]([O:19][CH3:20])=[O:18])=[CH:15][CH:14]=2)(=[O:10])=[O:9])=[CH:4][CH:3]=1.[C:23]1([CH:29](O)[CH2:30][CH3:31])[CH:28]=[CH:27][CH:26]=[CH:25][CH:24]=1.C1C=CC(P(C2C=CC=CC=2)C2C=CC=CC=2)=CC=1.N(C(OC(C)C)=O)=NC(OC(C)C)=O. The catalyst is C1COCC1.O. The product is [Cl:1][C:2]1[CH:7]=[CH:6][C:5]([S:8]([N:11]([CH2:12][C:13]2[CH:14]=[CH:15][C:16]([C:17]([O:19][CH3:20])=[O:18])=[CH:21][CH:22]=2)[CH:29]([C:23]2[CH:28]=[CH:27][CH:26]=[CH:25][CH:24]=2)[CH2:30][CH3:31])(=[O:10])=[O:9])=[CH:4][CH:3]=1. The yield is 0.780. (4) The reactants are [C:1]1([C:7]2[N:12]=[CH:11][C:10]([C:13]([OH:15])=O)=[CH:9][N:8]=2)[CH:6]=[CH:5][CH:4]=[CH:3][CH:2]=1.ClC(Cl)(O[C:20](=[O:26])OC(Cl)(Cl)Cl)Cl.[CH2:28]([N:30](CC)CC)C.Cl. The catalyst is ClCCl. The product is [CH3:20][O:26][N:30]([CH3:28])[C:13]([C:10]1[CH:11]=[N:12][C:7]([C:1]2[CH:2]=[CH:3][CH:4]=[CH:5][CH:6]=2)=[N:8][CH:9]=1)=[O:15]. The yield is 0.720. (5) The product is [O:44]1[CH:2]=[N:1][N:3]=[C:42]1[C:38]1[S:39][CH:40]=[CH:41][C:37]=1[NH:36][C:34](=[O:35])[CH2:33][C:23]1[C:32]2[C:27](=[CH:28][CH:29]=[CH:30][CH:31]=2)[CH:26]=[CH:25][CH:24]=1. The reactants are [N+:1]([N:3]=P(C1C=CC=CC=1)(C1C=CC=CC=1)C1C=CC=CC=1)#[C-:2].[C:23]1([CH2:33][C:34]([NH:36][C:37]2[CH:41]=[CH:40][S:39][C:38]=2[C:42]([OH:44])=O)=[O:35])[C:32]2[C:27](=[CH:28][CH:29]=[CH:30][CH:31]=2)[CH:26]=[CH:25][CH:24]=1. The yield is 0.120. The catalyst is C(Cl)Cl.